From a dataset of Forward reaction prediction with 1.9M reactions from USPTO patents (1976-2016). Predict the product of the given reaction. (1) The product is: [OH:2][C:3]1[CH:4]=[C:5]2[C:9](=[CH:10][CH:11]=1)[NH:8][C:7]([C:12]([NH2:14])=[O:13])=[C:6]2[S:15]([N:18]1[CH2:23][CH2:22][O:21][CH2:20][CH2:19]1)(=[O:17])=[O:16]. Given the reactants C[O:2][C:3]1[CH:4]=[C:5]2[C:9](=[CH:10][CH:11]=1)[NH:8][C:7]([C:12]([NH2:14])=[O:13])=[C:6]2[S:15]([N:18]1[CH2:23][CH2:22][O:21][CH2:20][CH2:19]1)(=[O:17])=[O:16].B(Br)(Br)Br.CCOC(C)=O.C([O-])(O)=O.[Na+], predict the reaction product. (2) Given the reactants C[O:2][C:3](=[O:18])[CH2:4][N:5]1[C:10]2[CH:11]=[CH:12][CH:13]=[CH:14][C:9]=2[O:8][C:7]([CH3:16])([CH3:15])[C:6]1=[S:17].[OH-].[Na+].Cl, predict the reaction product. The product is: [CH3:15][C:7]1([CH3:16])[C:6](=[S:17])[N:5]([CH2:4][C:3]([OH:18])=[O:2])[C:10]2[CH:11]=[CH:12][CH:13]=[CH:14][C:9]=2[O:8]1. (3) Given the reactants C[Si](C)(C)[C:3]#[C:4]/[CH:5]=[CH:6]\[C:7]1[CH:16]=[CH:15][C:14]2[C:9](=[CH:10][CH:11]=[CH:12][CH:13]=2)[N:8]=1.[F-].[K+].[CH3:21][OH:22], predict the reaction product. The product is: [CH3:21][O:22][CH2:3][C:4]1[N:8]2[C:9]3[C:14]([CH:15]=[CH:16][C:7]2=[CH:6][CH:5]=1)=[CH:13][CH:12]=[CH:11][CH:10]=3. (4) The product is: [C:15]([O:14][C:12](=[O:13])[CH2:11][N:5]1[CH:4]=[C:3]([C:2]([F:9])([F:8])[F:1])[CH:7]=[N:6]1)([CH3:18])([CH3:17])[CH3:16]. Given the reactants [F:1][C:2]([F:9])([F:8])[C:3]1[CH:4]=[N:5][NH:6][CH:7]=1.Br[CH2:11][C:12]([O:14][C:15]([CH3:18])([CH3:17])[CH3:16])=[O:13], predict the reaction product. (5) Given the reactants C(OC(=O)COC1C=CC(Cl)=CC=1C#CC1C=CC=C(S(CCC)(=O)=O)C=1)(C)(C)C.[C:31]([O:35][C:36](=[O:48])[CH2:37][O:38][C:39]1[CH:44]=[CH:43][C:42]([Cl:45])=[CH:41][C:40]=1[C:46]#[CH:47])([CH3:34])([CH3:33])[CH3:32].Br[C:50]1[CH:51]=[C:52]([S:57]([N:60]([CH:62]2[CH2:66][CH2:65][CH2:64][CH2:63]2)[CH3:61])(=[O:59])=[O:58])[CH:53]=[CH:54][C:55]=1[CH3:56], predict the reaction product. The product is: [C:31]([O:35][C:36](=[O:48])[CH2:37][O:38][C:39]1[CH:44]=[CH:43][C:42]([Cl:45])=[CH:41][C:40]=1[C:46]#[C:47][C:50]1[CH:51]=[C:52]([S:57]([N:60]([CH:62]2[CH2:63][CH2:64][CH2:65][CH2:66]2)[CH3:61])(=[O:59])=[O:58])[CH:53]=[CH:54][C:55]=1[CH3:56])([CH3:34])([CH3:33])[CH3:32]. (6) Given the reactants [NH2:1][CH2:2][CH2:3][O:4][CH2:5][CH2:6][O:7][CH2:8][CH2:9][NH:10][C:11](=[O:17])[O:12][C:13]([CH3:16])([CH3:15])[CH3:14].[CH3:18][O:19][C:20](=[O:30])[C:21]1[CH:29]=[CH:28][C:24]([C:25](O)=[O:26])=[CH:23][CH:22]=1, predict the reaction product. The product is: [CH3:15][C:13]([CH3:14])([CH3:16])[O:12][C:11](=[O:17])[NH:10][CH2:9][CH2:8][O:7][CH2:6][CH2:5][O:4][CH2:3][CH2:2][NH:1][C:25]([C:24]1[CH:28]=[CH:29][C:21]([C:20]([O:19][CH3:18])=[O:30])=[CH:22][CH:23]=1)=[O:26].